This data is from Forward reaction prediction with 1.9M reactions from USPTO patents (1976-2016). The task is: Predict the product of the given reaction. Given the reactants [Cl:1][C:2]1[CH:36]=[CH:35][C:5]([CH2:6][N:7]2[C:15]3[C:14](=[O:16])[N:13]([CH2:17][C:18](O)=[O:19])[C:12](=[O:21])[N:11]([CH3:22])[C:10]=3[N:9]=[C:8]2[O:23][C:24]2[CH:29]=[CH:28][CH:27]=[C:26]([O:30][C:31]([F:34])([F:33])[F:32])[CH:25]=2)=[CH:4][CH:3]=1.C1N=CN(C(N2C=NC=C2)=O)C=1.[CH2:49]([NH2:52])[CH2:50][CH3:51], predict the reaction product. The product is: [Cl:1][C:2]1[CH:36]=[CH:35][C:5]([CH2:6][N:7]2[C:15]3[C:14](=[O:16])[N:13]([CH2:17][C:18]([NH:52][CH2:49][CH2:50][CH3:51])=[O:19])[C:12](=[O:21])[N:11]([CH3:22])[C:10]=3[N:9]=[C:8]2[O:23][C:24]2[CH:29]=[CH:28][CH:27]=[C:26]([O:30][C:31]([F:33])([F:34])[F:32])[CH:25]=2)=[CH:4][CH:3]=1.